From a dataset of Full USPTO retrosynthesis dataset with 1.9M reactions from patents (1976-2016). Predict the reactants needed to synthesize the given product. (1) Given the product [Br:1][C:2]1[CH:3]=[CH:4][CH:5]=[C:6]([CH2:8][O:9][CH3:12])[N:7]=1, predict the reactants needed to synthesize it. The reactants are: [Br:1][C:2]1[N:7]=[C:6]([CH2:8][OH:9])[CH:5]=[CH:4][CH:3]=1.[H-].[Na+].[CH3:12]I.O. (2) Given the product [CH3:7][N:6]1[C:2]([N:24]2[CH2:25][CH2:26][CH:21]([CH2:20][NH:12][C:13](=[O:19])[O:14][C:15]([CH3:17])([CH3:16])[CH3:18])[CH2:22][CH2:23]2)=[C:3]([N+:8]([O-:10])=[O:9])[CH:4]=[N:5]1, predict the reactants needed to synthesize it. The reactants are: Cl[C:2]1[N:6]([CH3:7])[N:5]=[CH:4][C:3]=1[N+:8]([O-:10])=[O:9].C[N:12]([CH2:20][CH:21]1[CH2:26][CH2:25][NH:24][CH2:23][CH2:22]1)[C:13](=[O:19])[O:14][C:15]([CH3:18])([CH3:17])[CH3:16].CCN(C(C)C)C(C)C. (3) Given the product [Br:17][CH2:15][C:6]1[C:7](=[O:14])[NH:8][C:9]2[C:4]([CH:5]=1)=[CH:3][C:2]([Cl:1])=[CH:11][C:10]=2[O:12][CH3:13], predict the reactants needed to synthesize it. The reactants are: [Cl:1][C:2]1[CH:3]=[C:4]2[C:9](=[C:10]([O:12][CH3:13])[CH:11]=1)[NH:8][C:7](=[O:14])[C:6]([CH2:15]O)=[CH:5]2.[BrH:17].